This data is from Full USPTO retrosynthesis dataset with 1.9M reactions from patents (1976-2016). The task is: Predict the reactants needed to synthesize the given product. Given the product [F:37][C:22]([F:21])([F:36])[C:23]1[CH:24]=[CH:25][C:26]([C:29]2[N:34]=[CH:33][C:32]([NH:35][CH:1]([C:6]3[CH:20]=[CH:19][C:9]([C:10]([NH:12][CH2:13][CH2:14][C:15]([O:17][CH3:18])=[O:16])=[O:11])=[CH:8][CH:7]=3)[CH2:2][CH2:3][CH3:4])=[CH:31][CH:30]=2)=[CH:27][CH:28]=1, predict the reactants needed to synthesize it. The reactants are: [C:1]([C:6]1[CH:20]=[CH:19][C:9]([C:10]([NH:12][CH2:13][CH2:14][C:15]([O:17][CH3:18])=[O:16])=[O:11])=[CH:8][CH:7]=1)(=O)[CH2:2][CH2:3][CH3:4].[F:21][C:22]([F:37])([F:36])[C:23]1[CH:28]=[CH:27][C:26]([C:29]2[N:34]=[CH:33][C:32]([NH2:35])=[CH:31][CH:30]=2)=[CH:25][CH:24]=1.[B][B][B][B][B][B][B][B][B][B].